This data is from Full USPTO retrosynthesis dataset with 1.9M reactions from patents (1976-2016). The task is: Predict the reactants needed to synthesize the given product. Given the product [Br:1][C:2]1[CH:3]=[C:4]([C:12]2[N:13]=[C:14]([CH2:17][CH2:18][C:19]([OH:21])=[O:20])[O:15][CH:16]=2)[CH:5]=[C:6]([C:8]([F:10])([F:9])[F:11])[CH:7]=1, predict the reactants needed to synthesize it. The reactants are: [Br:1][C:2]1[CH:3]=[C:4]([C:12]2[N:13]=[C:14]([CH2:17][CH2:18][C:19]([O:21]C)=[O:20])[O:15][CH:16]=2)[CH:5]=[C:6]([C:8]([F:11])([F:10])[F:9])[CH:7]=1.ClC1C=C(C2N=C(CCC(O)=O)OC=2)C=C(C(F)(F)F)C=1.